This data is from Catalyst prediction with 721,799 reactions and 888 catalyst types from USPTO. The task is: Predict which catalyst facilitates the given reaction. (1) Reactant: [Br:1][C:2]1[CH:7]=[CH:6][C:5]([CH3:8])=[C:4]([F:9])[CH:3]=1.[Li+].CC([N-]C(C)C)C.[C:18](=[O:20])=[O:19].Cl. Product: [Br:1][C:2]1[C:3]([C:18]([OH:20])=[O:19])=[C:4]([F:9])[C:5]([CH3:8])=[CH:6][CH:7]=1. The catalyst class is: 1. (2) Reactant: [C:1]([O:5][C:6](=[O:31])[NH:7][CH:8]([CH2:21][C:22]1[C:30]2[C:25](=[CH:26][CH:27]=[CH:28][CH:29]=2)[NH:24][CH:23]=1)[C:9](=[C:11]1C(=O)OC(C)(C)[O:13][C:12]1=O)[OH:10])([CH3:4])([CH3:3])[CH3:2]. Product: [C:1]([O:5][C:6]([N:7]1[C:12](=[O:13])[CH:11]=[C:9]([OH:10])[CH:8]1[CH2:21][C:22]1[C:30]2[C:25](=[CH:26][CH:27]=[CH:28][CH:29]=2)[NH:24][CH:23]=1)=[O:31])([CH3:2])([CH3:3])[CH3:4]. The catalyst class is: 25. (3) Reactant: [Cl:1][C:2]1[CH:32]=[C:31]([Cl:33])[CH:30]=[CH:29][C:3]=1[CH2:4][N:5]1[C:9]([CH2:10][CH2:11][CH2:12][O:13][C:14]2[N:15]=[C:16]([CH3:24])[S:17][C:18]=2[C:19](OCC)=[O:20])=[CH:8][C:7]([O:25][CH:26]([CH3:28])[CH3:27])=[N:6]1.[H-].C([Al+]CC(C)C)C(C)C.C(O)C.[Cl-].[NH4+]. Product: [Cl:1][C:2]1[CH:32]=[C:31]([Cl:33])[CH:30]=[CH:29][C:3]=1[CH2:4][N:5]1[C:9]([CH2:10][CH2:11][CH2:12][O:13][C:14]2[N:15]=[C:16]([CH3:24])[S:17][C:18]=2[CH2:19][OH:20])=[CH:8][C:7]([O:25][CH:26]([CH3:28])[CH3:27])=[N:6]1. The catalyst class is: 207. (4) Reactant: [Li][CH2:2][CH2:3][CH2:4]C.[I-].C([P+](C1C=CC=CC=1)(C1C=CC=CC=1)C1C=CC=CC=1)(C)C.[CH:29]([C@@H:31]1[CH2:35][N:34]([C:36]([O:38][C:39]([CH3:42])([CH3:41])[CH3:40])=[O:37])[C:33](=[O:43])[CH2:32]1)=O.[NH4+].[Cl-]. Product: [CH3:2][C:3]([CH3:4])=[CH:29][C@@H:31]1[CH2:35][N:34]([C:36]([O:38][C:39]([CH3:42])([CH3:41])[CH3:40])=[O:37])[C:33](=[O:43])[CH2:32]1. The catalyst class is: 1. (5) Reactant: [F:1][C:2]1[CH:3]=[C:4]([C:8]2[CH:22]=[CH:21][C:11]([C:12]([NH:14][C@H:15]3[C@H:19]([OH:20])[CH2:18][NH:17][CH2:16]3)=[O:13])=[CH:10][N:9]=2)[CH:5]=[CH:6][CH:7]=1.Cl[C:24]1[CH:33]=[N:32][C:31]2[C:26](=[CH:27][CH:28]=[CH:29][CH:30]=2)[N:25]=1.C(O)CCC.O. Product: [F:1][C:2]1[CH:3]=[C:4]([C:8]2[CH:22]=[CH:21][C:11]([C:12]([NH:14][C@H:15]3[C@H:19]([OH:20])[CH2:18][N:17]([C:24]4[CH:33]=[N:32][C:31]5[C:26](=[CH:27][CH:28]=[CH:29][CH:30]=5)[N:25]=4)[CH2:16]3)=[O:13])=[CH:10][N:9]=2)[CH:5]=[CH:6][CH:7]=1. The catalyst class is: 66.